From a dataset of NCI-60 drug combinations with 297,098 pairs across 59 cell lines. Regression. Given two drug SMILES strings and cell line genomic features, predict the synergy score measuring deviation from expected non-interaction effect. (1) Drug 1: C(CC(=O)O)C(=O)CN.Cl. Drug 2: B(C(CC(C)C)NC(=O)C(CC1=CC=CC=C1)NC(=O)C2=NC=CN=C2)(O)O. Cell line: RPMI-8226. Synergy scores: CSS=67.2, Synergy_ZIP=-5.19, Synergy_Bliss=-8.41, Synergy_Loewe=-15.6, Synergy_HSA=-15.0. (2) Drug 1: CNC(=O)C1=CC=CC=C1SC2=CC3=C(C=C2)C(=NN3)C=CC4=CC=CC=N4. Drug 2: CC1=C2C(C(=O)C3(C(CC4C(C3C(C(C2(C)C)(CC1OC(=O)C(C(C5=CC=CC=C5)NC(=O)OC(C)(C)C)O)O)OC(=O)C6=CC=CC=C6)(CO4)OC(=O)C)OC)C)OC. Cell line: OVCAR-4. Synergy scores: CSS=36.6, Synergy_ZIP=-1.91, Synergy_Bliss=1.28, Synergy_Loewe=-23.1, Synergy_HSA=2.28. (3) Drug 1: CC1OCC2C(O1)C(C(C(O2)OC3C4COC(=O)C4C(C5=CC6=C(C=C35)OCO6)C7=CC(=C(C(=C7)OC)O)OC)O)O. Drug 2: C1=C(C(=O)NC(=O)N1)F. Cell line: A549. Synergy scores: CSS=69.8, Synergy_ZIP=1.17, Synergy_Bliss=-0.146, Synergy_Loewe=6.13, Synergy_HSA=8.71.